Predict the reactants needed to synthesize the given product. From a dataset of Full USPTO retrosynthesis dataset with 1.9M reactions from patents (1976-2016). (1) Given the product [NH2:8][C@@:9]1([CH3:16])[C:13]2([CH2:14][CH2:15]2)[CH2:12][N:11]([C:28]2[C:29]([CH3:31])=[C:30]3[C:25]([C:24](=[O:33])[C:23]([C:34]([OH:36])=[O:35])=[CH:22][N:21]3[CH:18]3[CH2:19][CH2:20]3)=[CH:26][CH:27]=2)[CH2:10]1, predict the reactants needed to synthesize it. The reactants are: C(OC([NH:8][C@@:9]1([CH3:16])[C:13]2([CH2:15][CH2:14]2)[CH2:12][NH:11][CH2:10]1)=O)(C)(C)C.F[C:18]1([N:21]2[C:30]3[C:25](=[CH:26][CH:27]=[C:28](F)[C:29]=3[CH3:31])[C:24](=[O:33])[C:23]([C:34]([OH:36])=[O:35])=[CH:22]2)[CH2:20][CH2:19]1.C(N(CC)CC)C.C(O)(=O)CC(CC(O)=O)(C(O)=O)O. (2) Given the product [CH2:1]([C@H:4]1[CH2:10][N:9]([CH:11]2[CH2:15][CH2:14][CH2:13][CH2:12]2)[C:8]2[N:16]=[C:17]([NH:20][C:21]3[CH:29]=[CH:28][C:24]([C:25]([NH:39][CH:37]4[CH2:38][N:35]([CH3:34])[CH2:36]4)=[O:26])=[CH:23][C:22]=3[O:30][CH3:31])[N:18]=[CH:19][C:7]=2[N:6]([CH3:32])[C:5]1=[O:33])[CH:2]=[CH2:3], predict the reactants needed to synthesize it. The reactants are: [CH2:1]([C@H:4]1[CH2:10][N:9]([CH:11]2[CH2:15][CH2:14][CH2:13][CH2:12]2)[C:8]2[N:16]=[C:17]([NH:20][C:21]3[CH:29]=[CH:28][C:24]([C:25](O)=[O:26])=[CH:23][C:22]=3[O:30][CH3:31])[N:18]=[CH:19][C:7]=2[N:6]([CH3:32])[C:5]1=[O:33])[CH:2]=[CH2:3].[CH3:34][N:35]1[CH2:38][CH:37]([NH2:39])[CH2:36]1. (3) Given the product [OH:4][CH2:3][CH2:2][CH2:1][O:5][C:9]1[CH:14]=[CH:13][C:12]([C:15]([F:18])([F:17])[F:16])=[CH:11][N:10]=1, predict the reactants needed to synthesize it. The reactants are: [CH2:1]([OH:5])[CH2:2][CH2:3][OH:4].[H-].[Na+].Cl[C:9]1[CH:14]=[CH:13][C:12]([C:15]([F:18])([F:17])[F:16])=[CH:11][N:10]=1.Cl. (4) Given the product [CH2:56]([O:55][C:53]([N:50]1[CH2:49][CH2:48][N:47]([C:45]([C:42]([NH:41][C:40]([CH2:39][CH2:38][CH2:37][C:34]2[CH:35]=[CH:36][C:31]([CH2:30][C:29]3[C:25]([O:24][C@@H:6]4[O:7][C@H:8]([CH2:19][OH:20])[C@H:9]([OH:15])[C@H:10]([OH:11])[C@H:5]4[OH:4])=[N:26][NH:27][C:28]=3[CH:64]([CH3:66])[CH3:65])=[CH:32][CH:33]=2)=[O:63])([CH3:43])[CH3:44])=[O:46])[CH2:52][CH2:51]1)=[O:54])[C:57]1[CH:58]=[CH:59][CH:60]=[CH:61][CH:62]=1, predict the reactants needed to synthesize it. The reactants are: C([O:4][C@@H:5]1[C@@H:10]([O:11]C(=O)C)[C@@H:9]([O:15]C(=O)C)[C@@H:8]([CH2:19][O:20]C(=O)C)[O:7][C@H:6]1[O:24][C:25]1[C:29]([CH2:30][C:31]2[CH:36]=[CH:35][C:34]([CH2:37][CH2:38][CH2:39][C:40](=[O:63])[NH:41][C:42]([C:45]([N:47]3[CH2:52][CH2:51][N:50]([C:53]([O:55][CH2:56][C:57]4[CH:62]=[CH:61][CH:60]=[CH:59][CH:58]=4)=[O:54])[CH2:49][CH2:48]3)=[O:46])([CH3:44])[CH3:43])=[CH:33][CH:32]=2)=[C:28]([CH:64]([CH3:66])[CH3:65])[NH:27][N:26]=1)(=O)C.C[O-].[Na+].C(O)(=O)C. (5) The reactants are: [CH3:1][N:2]1[CH2:7][CH2:6][CH:5]([CH2:8][N:9]2[CH2:14][CH2:13][NH:12][CH2:11][CH2:10]2)[CH2:4][CH2:3]1.Br[CH2:16][C:17]([N:19]([C:26]1[CH:31]=[CH:30][CH:29]=[CH:28][CH:27]=1)[C:20]1[CH:25]=[CH:24][CH:23]=[CH:22][CH:21]=1)=[O:18].C([O-])(O)=O.[Na+]. Given the product [CH3:1][N:2]1[CH2:7][CH2:6][CH:5]([CH2:8][N:9]2[CH2:14][CH2:13][N:12]([CH2:16][C:17]([N:19]([C:26]3[CH:31]=[CH:30][CH:29]=[CH:28][CH:27]=3)[C:20]3[CH:25]=[CH:24][CH:23]=[CH:22][CH:21]=3)=[O:18])[CH2:11][CH2:10]2)[CH2:4][CH2:3]1, predict the reactants needed to synthesize it. (6) Given the product [Cl:2][C:3]1[CH:4]=[CH:5][C:6]([C:7]([N:9]([C@@H:11]2[CH2:16][CH2:15][N:14]([C:17]([CH:19]3[CH2:24][CH2:23][CH2:22][N:21]([C:35]([C:36]4[CH:41]=[CH:40][CH:39]=[CH:38][CH:37]=4)=[O:42])[CH2:20]3)=[O:18])[CH2:13][C@H:12]2[C:25]2[CH:30]=[CH:29][C:28]([Cl:31])=[C:27]([Cl:32])[CH:26]=2)[CH3:10])=[O:8])=[CH:33][CH:34]=1, predict the reactants needed to synthesize it. The reactants are: Cl.[Cl:2][C:3]1[CH:34]=[CH:33][C:6]([C:7]([N:9]([C@@H:11]2[CH2:16][CH2:15][N:14]([C:17]([CH:19]3[CH2:24][CH2:23][CH2:22][NH:21][CH2:20]3)=[O:18])[CH2:13][C@H:12]2[C:25]2[CH:30]=[CH:29][C:28]([Cl:31])=[C:27]([Cl:32])[CH:26]=2)[CH3:10])=[O:8])=[CH:5][CH:4]=1.[C:35](Cl)(=[O:42])[C:36]1[CH:41]=[CH:40][CH:39]=[CH:38][CH:37]=1.